Dataset: Peptide-MHC class I binding affinity with 185,985 pairs from IEDB/IMGT. Task: Regression. Given a peptide amino acid sequence and an MHC pseudo amino acid sequence, predict their binding affinity value. This is MHC class I binding data. (1) The peptide sequence is NPKASTISWM. The MHC is HLA-B51:01 with pseudo-sequence HLA-B51:01. The binding affinity (normalized) is 0. (2) The peptide sequence is YRFRFRSVY. The MHC is HLA-B27:05 with pseudo-sequence HLA-B27:05. The binding affinity (normalized) is 0.872. (3) The binding affinity (normalized) is 0.0847. The peptide sequence is RSSPRETMK. The MHC is HLA-A68:02 with pseudo-sequence HLA-A68:02.